From a dataset of Forward reaction prediction with 1.9M reactions from USPTO patents (1976-2016). Predict the product of the given reaction. Given the reactants CC1[N:3]([C:8]2[CH:13]=[CH:12][CH:11]=[C:10]([C:14]3[CH:19]=[CH:18][C:17]([CH2:20][CH2:21][Cl:22])=[CH:16][CH:15]=3)[N:9]=2)C(C)=CC=1.C(O)C.Cl.NO, predict the reaction product. The product is: [ClH:22].[Cl:22][CH2:21][CH2:20][C:17]1[CH:16]=[CH:15][C:14]([C:10]2[N:9]=[C:8]([NH2:3])[CH:13]=[CH:12][CH:11]=2)=[CH:19][CH:18]=1.